Dataset: Forward reaction prediction with 1.9M reactions from USPTO patents (1976-2016). Task: Predict the product of the given reaction. (1) Given the reactants Br[C:2]1[CH:3]=[N:4][CH:5]=[C:6]([Br:8])[CH:7]=1.[CH:9]1[CH:14]=[CH:13][C:12]([C@@H:15]([NH2:18])[CH2:16][OH:17])=[CH:11][CH:10]=1.N1CCC[C@H]1C(O)=O.C(=O)([O-])[O-].[K+].[K+], predict the reaction product. The product is: [Br:8][C:6]1[CH:7]=[C:2]([NH:18][C@H:15]([C:12]2[CH:13]=[CH:14][CH:9]=[CH:10][CH:11]=2)[CH2:16][OH:17])[CH:3]=[N:4][CH:5]=1. (2) The product is: [C:1]([O:5][C:6]([N:8]1[CH2:9][CH2:10][CH:11]([O:14][C:15]2[CH:20]=[CH:19][C:18]([NH:21][C:22]3[C:32]4[CH:31]=[C:30]([C:33]([OH:35])=[O:34])[CH2:29][CH2:28][NH:27][C:26]=4[N:25]=[CH:24][N:23]=3)=[CH:17][C:16]=2[Cl:37])[CH2:12][CH2:13]1)=[O:7])([CH3:4])([CH3:2])[CH3:3]. Given the reactants [C:1]([O:5][C:6]([N:8]1[CH2:13][CH2:12][CH:11]([O:14][C:15]2[CH:20]=[CH:19][C:18]([NH:21][C:22]3[C:32]4[CH:31]=[C:30]([C:33]([O:35]C)=[O:34])[CH2:29][CH2:28][NH:27][C:26]=4[N:25]=[CH:24][N:23]=3)=[CH:17][C:16]=2[Cl:37])[CH2:10][CH2:9]1)=[O:7])([CH3:4])([CH3:3])[CH3:2].[OH-].[Na+].Cl, predict the reaction product. (3) Given the reactants [C:1]([O-:4])(=O)[CH3:2].[NH4+].[CH3:6][C:7]([C:12]1[CH:17]=[CH:16][C:15]([N+:18]([O-:20])=[O:19])=[CH:14][CH:13]=1)([CH3:11])[CH2:8][CH:9]=O.C([BH3-])#[N:22].[Na+], predict the reaction product. The product is: [CH3:6][C:7]([C:12]1[CH:17]=[CH:16][C:15]([N+:18]([O-:20])=[O:19])=[CH:14][CH:13]=1)([CH3:11])[CH2:8][CH2:9][NH:22][C:1](=[O:4])[CH3:2].